From a dataset of Reaction yield outcomes from USPTO patents with 853,638 reactions. Predict the reaction yield, written as a fraction of the theoretical maximum amount of product (1.0 means a 100% yield; for example, 0.34 means a 34% yield). (1) The product is [OH:1][CH2:2][CH2:3][CH2:4][CH2:5][O:6][C:7](=[O:10])[CH:8]=[CH2:9].[CH3:11][O:12][C:13](=[O:17])[C:14]([CH3:16])=[CH2:15]. The yield is 0.800. The reactants are [OH:1][CH2:2][CH2:3][CH2:4][CH2:5][O:6][C:7](=[O:10])[CH:8]=[CH2:9].[CH3:11][O:12][C:13](=[O:17])[C:14]([CH3:16])=[CH2:15].CC(N=NC(C#N)(C)C)(C#N)C. The catalyst is C1COCC1. (2) The reactants are [NH2:1][CH:2]([C:5]1[CH:10]=[CH:9][C:8]([F:11])=[CH:7][C:6]=1[C:12]([F:15])([F:14])[F:13])[C:3]#[N:4].[ClH:16].C(O)=[O:18]. No catalyst specified. The product is [ClH:16].[NH2:1][CH:2]([C:5]1[CH:10]=[CH:9][C:8]([F:11])=[CH:7][C:6]=1[C:12]([F:15])([F:13])[F:14])[C:3]([NH2:4])=[O:18]. The yield is 0.250. (3) The reactants are [N:1]1([CH2:7][C:8]2[CH:24]=[CH:23][C:11]([CH2:12][S:13][C:14]3[CH:22]=[CH:21][C:17]([C:18](O)=[O:19])=[CH:16][CH:15]=3)=[CH:10][CH:9]=2)[CH2:6][CH2:5][O:4][CH2:3][CH2:2]1.CN(C(ON1N=NC2C=CC=NC1=2)=[N+](C)C)C.F[P-](F)(F)(F)(F)F.CCN(C(C)C)C(C)C.[NH2:58][C@H:59]([C:63]([O:65][CH3:66])=[O:64])[C@@H:60]([CH3:62])[OH:61].Cl. The catalyst is CN(C=O)C.CCOC(C)=O. The product is [CH3:66][O:65][C:63](=[O:64])[C@@H:59]([NH:58][C:18](=[O:19])[C:17]1[CH:16]=[CH:15][C:14]([S:13][CH2:12][C:11]2[CH:23]=[CH:24][C:8]([CH2:7][N:1]3[CH2:2][CH2:3][O:4][CH2:5][CH2:6]3)=[CH:9][CH:10]=2)=[CH:22][CH:21]=1)[C@H:60]([OH:61])[CH3:62]. The yield is 0.980. (4) The reactants are [C:1](=[O:4])([O-])[O-].[K+].[K+].CI.[Br:9][C:10]1[CH:15]=[CH:14][C:13](O)=[C:12]([CH2:17][CH3:18])[CH:11]=1. The catalyst is CN(C=O)C. The product is [Br:9][C:10]1[CH:15]=[CH:14][C:13]([O:4][CH3:1])=[C:12]([CH2:17][CH3:18])[CH:11]=1. The yield is 0.680. (5) The reactants are [Br:1][C:2]1[CH:7]=[C:6]([N+:8]([O-])=O)[C:5]([F:11])=[CH:4][C:3]=1[CH3:12].O.O.Cl[Sn]Cl.C([O-])(O)=O.[Na+]. The catalyst is C(O)C. The product is [Br:1][C:2]1[C:3]([CH3:12])=[CH:4][C:5]([F:11])=[C:6]([CH:7]=1)[NH2:8]. The yield is 0.300. (6) The reactants are C[N:2]([C:4]1[C:13]2[C:8](=CC=[CH:11][CH:12]=2)[CH:7]=[CH:6][CH:5]=1)N.C(C1C=CC(CCC(=O)C)=CC=1)#N.C(O)C.Cl. The catalyst is C1(C)C=CC=CC=1. The product is [NH:2]1[C:4]2[C:13](=[CH:8][CH:7]=[CH:6][CH:5]=2)[CH:12]=[CH:11]1. The yield is 0.564. (7) The reactants are C([N:9]=[C:10]=[S:11])(=O)C1C=CC=CC=1.[Cl:12][C:13]1[CH:14]=[C:15]([NH:19][C:20]2[CH:24]=[CH:23][NH:22][C:21]=2[C:25]([O:27]CC)=O)[CH:16]=[CH:17][CH:18]=1. The catalyst is C(Cl)Cl. The product is [Cl:12][C:13]1[CH:14]=[C:15]([N:19]2[C:20]3[CH:24]=[CH:23][NH:22][C:21]=3[C:25](=[O:27])[NH:9][C:10]2=[S:11])[CH:16]=[CH:17][CH:18]=1. The yield is 0.150. (8) The reactants are [CH2:1]([O:8][C:9]([NH:11][C:12]1[C:13]([C:25]([O:27][CH3:28])=[O:26])=[C:14]([C:18]2[CH:23]=[CH:22][C:21]([Cl:24])=[CH:20][CH:19]=2)[S:15][C:16]=1Br)=[O:10])[C:2]1[CH:7]=[CH:6][CH:5]=[CH:4][CH:3]=1. The catalyst is C(O)C.C(OCC)(=O)C.ClCCl.[Pd]. The product is [CH2:1]([O:8][C:9]([NH:11][C:12]1[C:13]([C:25]([O:27][CH3:28])=[O:26])=[C:14]([C:18]2[CH:19]=[CH:20][C:21]([Cl:24])=[CH:22][CH:23]=2)[S:15][CH:16]=1)=[O:10])[C:2]1[CH:7]=[CH:6][CH:5]=[CH:4][CH:3]=1. The yield is 0.640. (9) The reactants are [CH2:1]([C:3]1[CH:7]=[C:6]([C:8]([OH:10])=O)[N:5]([CH3:11])[N:4]=1)[CH3:2].O1CCCC1.C(Cl)(=O)C(Cl)=O.[NH2:23][C:24]1[CH:25]=[C:26]([CH:43]=[CH:44][C:45]=1[CH3:46])[O:27][C:28]1[CH:29]=[CH:30][C:31]2[N:32]([CH:34]=[C:35]([NH:37][C:38]([CH:40]3[CH2:42][CH2:41]3)=[O:39])[N:36]=2)[N:33]=1. The catalyst is CN(C)C=O.CN(C)C(=O)C. The product is [CH:40]1([C:38]([NH:37][C:35]2[N:36]=[C:31]3[CH:30]=[CH:29][C:28]([O:27][C:26]4[CH:43]=[CH:44][C:45]([CH3:46])=[C:24]([NH:23][C:8]([C:6]5[N:5]([CH3:11])[N:4]=[C:3]([CH2:1][CH3:2])[CH:7]=5)=[O:10])[CH:25]=4)=[N:33][N:32]3[CH:34]=2)=[O:39])[CH2:41][CH2:42]1. The yield is 0.680. (10) The reactants are [Cl:1][C:2]1[CH:7]=[C:6]2[NH:8][C:9](=[O:30])[C:10]3([CH:15]([C:16]4[CH:21]=[CH:20][CH:19]=[C:18]([Cl:22])[CH:17]=4)[CH2:14][C:13](=[N:23][NH2:24])[NH:12][CH:11]3[C:25](=[CH2:29])[CH2:26][CH2:27][CH3:28])[C:5]2=[CH:4][CH:3]=1.[C:31](O)(=O)[CH3:32]. No catalyst specified. The product is [Cl:1][C:2]1[CH:7]=[C:6]2[NH:8][C:9](=[O:30])[C:10]3([CH:11]([C:25](=[CH2:29])[CH2:26][CH2:27][CH3:28])[N:12]4[C:31]([CH3:32])=[N:24][N:23]=[C:13]4[CH2:14][CH:15]3[C:16]3[CH:21]=[CH:20][CH:19]=[C:18]([Cl:22])[CH:17]=3)[C:5]2=[CH:4][CH:3]=1. The yield is 0.170.